The task is: Predict the reactants needed to synthesize the given product.. This data is from Full USPTO retrosynthesis dataset with 1.9M reactions from patents (1976-2016). (1) Given the product [NH2:34][C:30]1[CH:29]=[C:28]([CH:33]=[CH:32][CH:31]=1)[O:27][C:20]1[C:21]2[CH:26]=[CH:25][NH:24][C:22]=2[N:23]=[C:18]([NH:17][C:14]2[CH:15]=[CH:16][C:11]([N:10]([C@H:7]3[CH2:8][CH2:9][N:5]([CH2:4][CH2:3][O:2][CH3:1])[CH2:6]3)[CH3:37])=[CH:12][CH:13]=2)[N:19]=1, predict the reactants needed to synthesize it. The reactants are: [CH3:1][O:2][CH2:3][CH2:4][N:5]1[CH2:9][CH2:8][C@H:7]([N:10]([CH3:37])[C:11]2[CH:16]=[CH:15][C:14]([NH:17][C:18]3[N:19]=[C:20]([O:27][C:28]4[CH:33]=[CH:32][CH:31]=[C:30]([N+:34]([O-])=O)[CH:29]=4)[C:21]4[CH:26]=[CH:25][NH:24][C:22]=4[N:23]=3)=[CH:13][CH:12]=2)[CH2:6]1.[H][H]. (2) Given the product [C:16]([C:19]1[CH:20]=[C:21]([CH2:26][O:27][CH3:28])[O:22][CH:23]=1)#[CH:17], predict the reactants needed to synthesize it. The reactants are: CCCC[N+](CC[CH2:16][CH3:17])(CCCC)CCCC.[F-].[CH2:19]1[CH2:23][O:22][CH2:21][CH2:20]1.C1[CH2:28][O:27][CH2:26]C1. (3) Given the product [C:1]([C:5]1[CH:19]=[CH:18][C:17]([NH2:20])=[CH:16][C:6]=1[CH2:7][NH:8][C:9](=[O:15])[O:10][C:11]([CH3:14])([CH3:12])[CH3:13])([CH3:2])([CH3:3])[CH3:4], predict the reactants needed to synthesize it. The reactants are: [C:1]([C:5]1[CH:19]=[CH:18][C:17]([N+:20]([O-])=O)=[CH:16][C:6]=1[CH2:7][NH:8][C:9](=[O:15])[O:10][C:11]([CH3:14])([CH3:13])[CH3:12])([CH3:4])([CH3:3])[CH3:2]. (4) Given the product [CH3:1][O:2][C:3](=[O:12])[C:4]1[CH:9]=[C:8]([Br:10])[CH:7]=[CH:6][C:5]=1[NH:11][C:13](=[O:16])[CH2:14][CH3:15], predict the reactants needed to synthesize it. The reactants are: [CH3:1][O:2][C:3](=[O:12])[C:4]1[CH:9]=[C:8]([Br:10])[CH:7]=[CH:6][C:5]=1[NH2:11].[C:13](Cl)(=[O:16])[CH2:14][CH3:15].C([O-])(O)=O.[Na+]. (5) Given the product [CH3:26][O:7][C:5](=[O:6])[C:4]1[CH:8]=[C:9]([CH3:13])[CH:10]=[C:11]([CH3:12])[C:3]=1[NH:2][S:21]([C:18]1[CH:19]=[CH:20][C:15]([F:14])=[CH:16][CH:17]=1)(=[O:23])=[O:22], predict the reactants needed to synthesize it. The reactants are: C[NH:2][C:3]1[C:4](=[CH:8][C:9]([CH3:13])=[CH:10][C:11]=1[CH3:12])[C:5]([OH:7])=[O:6].[F:14][C:15]1[CH:20]=[CH:19][C:18]([S:21](Cl)(=[O:23])=[O:22])=[CH:17][CH:16]=1.N1C=CC=C[CH:26]=1. (6) Given the product [NH2:32][C:4]1[S:3][C:2]([C:43]2[CH:44]=[CH:45][CH:46]=[C:41]([F:40])[C:42]=2[C:50]([F:51])([F:53])[F:52])=[N:6][C:5]=1[C:7]([NH:8][C:9]1[CH:10]=[N:11][N:12]([CH3:30])[C:13]=1[C@@H:14]1[CH2:20][CH2:19][C@@H:18]([NH2:21])[C@H:17]([F:29])[CH2:16][O:15]1)=[O:31], predict the reactants needed to synthesize it. The reactants are: Br[C:2]1[S:3][C:4]([NH:32]C(=O)OC(C)(C)C)=[C:5]([C:7](=[O:31])[NH:8][C:9]2[CH:10]=[N:11][N:12]([CH3:30])[C:13]=2[C@@H:14]2[CH2:20][CH2:19][C@@H:18]([NH:21]C(OC(C)(C)C)=O)[C@H:17]([F:29])[CH2:16][O:15]2)[N:6]=1.[F:40][C:41]1[C:42]([C:50]([F:53])([F:52])[F:51])=[C:43](B(O)O)[CH:44]=[CH:45][CH:46]=1.